This data is from Peptide-MHC class I binding affinity with 185,985 pairs from IEDB/IMGT. The task is: Regression. Given a peptide amino acid sequence and an MHC pseudo amino acid sequence, predict their binding affinity value. This is MHC class I binding data. (1) The peptide sequence is LVALTLTSY. The MHC is HLA-A26:01 with pseudo-sequence HLA-A26:01. The binding affinity (normalized) is 0.348. (2) The peptide sequence is FMRERQLPQ. The MHC is HLA-B57:01 with pseudo-sequence HLA-B57:01. The binding affinity (normalized) is 0.213. (3) The peptide sequence is FANYNFTLV. The MHC is HLA-A02:01 with pseudo-sequence HLA-A02:01. The binding affinity (normalized) is 0.744. (4) The peptide sequence is KSSPETQQM. The MHC is HLA-B15:03 with pseudo-sequence HLA-B15:03. The binding affinity (normalized) is 0.567. (5) The peptide sequence is GIKNLKSLLL. The MHC is HLA-A02:06 with pseudo-sequence HLA-A02:06. The binding affinity (normalized) is 0.271. (6) The peptide sequence is FPVTPQVPLR. The MHC is HLA-B35:03 with pseudo-sequence HLA-B35:03. The binding affinity (normalized) is 0.593.